From a dataset of Forward reaction prediction with 1.9M reactions from USPTO patents (1976-2016). Predict the product of the given reaction. (1) Given the reactants [NH2:1][C:2]1[CH:16]=[CH:15][C:5]([NH:6][C:7](=[O:14])[C:8]2[CH:13]=[CH:12][CH:11]=[CH:10][CH:9]=2)=[CH:4][CH:3]=1.[CH3:17][C:18]([CH3:21])([O-])[CH3:19].[Na+], predict the reaction product. The product is: [O:14]=[C:7]1[NH:6][C:19]2[N:1]=[CH:2][CH:3]=[C:21]([NH:1][C:2]3[CH:3]=[CH:4][C:5]([NH:6][C:7](=[O:14])[C:8]4[CH:13]=[CH:12][CH:11]=[CH:10][CH:9]=4)=[CH:15][CH:16]=3)[C:18]=2[CH:17]=[CH:8]1. (2) Given the reactants [C:12]([O:11][C:9](O[C:9]([O:11][C:12]([CH3:15])([CH3:14])[CH3:13])=[O:10])=[O:10])([CH3:15])([CH3:14])[CH3:13].Br.[Br:17][CH:18]1[CH2:23][CH2:22][NH:21][CH2:20][CH2:19]1.C(N(CC)CC)C, predict the reaction product. The product is: [C:12]([O:11][C:9]([N:21]1[CH2:22][CH2:23][CH:18]([Br:17])[CH2:19][CH2:20]1)=[O:10])([CH3:13])([CH3:14])[CH3:15]. (3) Given the reactants [N+:1]([C:4]1[CH:9]=[CH:8][C:7]([C:10](=[O:21])[CH2:11][NH:12][C:13](=[O:20])[CH2:14][CH2:15][C:16](OC)=O)=[CH:6][CH:5]=1)([O-:3])=[O:2].Cl.NCC(C1C=CC([N+]([O-])=O)=CC=1)=O.ClC(=O)CCC[C:41]([O:43][CH3:44])=[O:42], predict the reaction product. The product is: [N+:1]([C:4]1[CH:5]=[CH:6][C:7]([C:10](=[O:21])[CH2:11][NH:12][C:13](=[O:20])[CH2:14][CH2:15][CH2:16][C:41]([O:43][CH3:44])=[O:42])=[CH:8][CH:9]=1)([O-:3])=[O:2].